From a dataset of Forward reaction prediction with 1.9M reactions from USPTO patents (1976-2016). Predict the product of the given reaction. (1) Given the reactants [C:1]([C:4]1[S:5][C:6]([Br:9])=[CH:7][CH:8]=1)(=[O:3])[CH3:2].[C:10](OC)(=[O:15])[C:11]([O:13][CH3:14])=[O:12].C[O-].[Na+].Cl, predict the reaction product. The product is: [CH3:14][O:13][C:11](=[O:12])[C:10](=[O:15])[CH2:2][C:1]([C:4]1[S:5][C:6]([Br:9])=[CH:7][CH:8]=1)=[O:3]. (2) Given the reactants [NH2:1][C:2]1[CH:3]=[C:4]([CH:16]=[CH:17][C:18]=1[S:19][C:20]1[CH:25]=[CH:24][C:23]([OH:26])=[CH:22][CH:21]=1)[C:5]([NH:7][CH2:8][C:9]1[CH:14]=[CH:13][CH:12]=[CH:11][C:10]=1[Br:15])=[O:6].C([C:29]1[C:30]([N:36]=[CH:37][N:38]([CH3:40])C)=[N:31][C:32]([CH3:35])=[CH:33][CH:34]=1)#N.NC1C=C(C=CC=1SC1C=CC(O)=CC=1)C(NC1C=CC(Br)=CC=1)=O, predict the reaction product. The product is: [Br:15][C:10]1[CH:11]=[CH:12][CH:13]=[CH:14][C:9]=1[CH2:8][NH:7][C:5](=[O:6])[C:4]1[CH:16]=[CH:17][C:18]([S:19][C:20]2[CH:21]=[CH:22][C:23]([OH:26])=[CH:24][CH:25]=2)=[C:2]([NH:1][C:40]2[C:29]3[CH:34]=[CH:33][C:32]([CH3:35])=[N:31][C:30]=3[N:36]=[CH:37][N:38]=2)[CH:3]=1. (3) The product is: [CH3:1][O:2][C:3](=[O:14])[C:4]1[CH:9]=[CH:8][C:7]([N+:10]([O-:12])=[O:11])=[CH:6][C:5]=1[O:13][CH3:17]. Given the reactants [CH3:1][O:2][C:3](=[O:14])[C:4]1[CH:9]=[CH:8][C:7]([N+:10]([O-:12])=[O:11])=[CH:6][C:5]=1[OH:13].[H-].[Na+].[CH3:17]I, predict the reaction product. (4) Given the reactants [C:1]1([NH2:8])[C:2]([NH2:7])=[CH:3][CH:4]=[CH:5][CH:6]=1.[CH:9](OCC)(OCC)OCC.C1(S(O)(=O)=O)C=CC=CC=1.[F:29][C:30]([F:50])([F:49])[C:31]1[C:32]([O:37][C:38]2[CH:48]=[CH:47][C:41]([C:42]([O:44]CC)=O)=[CH:40][CH:39]=2)=[N:33][CH:34]=[CH:35][CH:36]=1.[Li+].CC([N-]C(C)C)C.Cl.[OH-].[Na+], predict the reaction product. The product is: [NH:7]1[C:2]2[CH:3]=[CH:4][CH:5]=[CH:6][C:1]=2[N:8]=[C:9]1[C:42]([C:41]1[CH:40]=[CH:39][C:38]([O:37][C:32]2[C:31]([C:30]([F:29])([F:49])[F:50])=[CH:36][CH:35]=[CH:34][N:33]=2)=[CH:48][CH:47]=1)=[O:44]. (5) Given the reactants [F:1][C:2]1[C:3]([NH:21][C:22]2[CH:23]=[CH:24][C:25]3[O:26][C:27]([CH3:34])([CH3:33])[C:28](=[O:32])[NH:29][C:30]=3[N:31]=2)=[N:4][C:5]([NH:8][C:9]2[CH:14]=[C:13]([O:15][CH3:16])[C:12]([O:17][CH3:18])=[C:11]([O:19][CH3:20])[CH:10]=2)=[N:6][CH:7]=1.C(=O)([O-])[O-].[K+].[K+].[P:41]([O:53][CH2:54]Cl)([O:48][C:49]([CH3:52])([CH3:51])[CH3:50])([O:43][C:44]([CH3:47])([CH3:46])[CH3:45])=[O:42].O, predict the reaction product. The product is: [P:41]([O:53][CH2:54][N:29]1[C:28](=[O:32])[C:27]([CH3:34])([CH3:33])[O:26][C:25]2[CH:24]=[CH:23][C:22]([NH:21][C:3]3[C:2]([F:1])=[CH:7][N:6]=[C:5]([NH:8][C:9]4[CH:14]=[C:13]([O:15][CH3:16])[C:12]([O:17][CH3:18])=[C:11]([O:19][CH3:20])[CH:10]=4)[N:4]=3)=[N:31][C:30]1=2)([O:43][C:44]([CH3:47])([CH3:46])[CH3:45])([O:48][C:49]([CH3:50])([CH3:51])[CH3:52])=[O:42]. (6) The product is: [Cl:1][C:2]1[CH:7]=[CH:6][C:5]([NH:8][C:9]2[C:12](=[O:13])[C:11](=[O:14])[C:10]=2[NH:15][C:16]2[S:26][C:19]3[CH2:20][N:21]([CH2:24][CH3:25])[CH2:22][CH2:23][C:18]=3[C:17]=2[C:27]([OH:29])=[O:28])=[CH:4][CH:3]=1. Given the reactants [Cl:1][C:2]1[CH:7]=[CH:6][C:5]([NH:8][C:9]2[C:12](=[O:13])[C:11](=[O:14])[C:10]=2[NH:15][C:16]2[S:26][C:19]3[CH2:20][N:21]([CH2:24][CH3:25])[CH2:22][CH2:23][C:18]=3[C:17]=2[C:27]([O:29]C(C)(C)C)=[O:28])=[CH:4][CH:3]=1.FC(F)(F)C(O)=O, predict the reaction product.